Dataset: Full USPTO retrosynthesis dataset with 1.9M reactions from patents (1976-2016). Task: Predict the reactants needed to synthesize the given product. Given the product [ClH:30].[ClH:30].[N:20]1[CH:21]=[CH:22][CH:23]=[C:18]([N:3]2[CH2:4][CH:5]3[CH2:10][NH:9][CH2:8][CH2:7][N:6]3[C:2]2=[O:1])[CH:19]=1, predict the reactants needed to synthesize it. The reactants are: [O:1]=[C:2]1[N:6]2[CH2:7][CH2:8][N:9](C(OC(C)(C)C)=O)[CH2:10][CH:5]2[CH2:4][N:3]1[C:18]1[CH:19]=[N:20][CH:21]=[CH:22][CH:23]=1.C(OCC)(=O)C.[ClH:30].